From a dataset of Forward reaction prediction with 1.9M reactions from USPTO patents (1976-2016). Predict the product of the given reaction. (1) Given the reactants [C:1]([O:5][C:6]([N:8]1[CH2:13][CH2:12][N:11]([C:14]2[S:15][C:16](Br)=[CH:17][N:18]=2)[CH2:10][CH2:9]1)=[O:7])([CH3:4])([CH3:3])[CH3:2].[CH3:20][S:21]SC, predict the reaction product. The product is: [C:1]([O:5][C:6]([N:8]1[CH2:13][CH2:12][N:11]([C:14]2[S:15][C:16]([S:21][CH3:20])=[CH:17][N:18]=2)[CH2:10][CH2:9]1)=[O:7])([CH3:4])([CH3:3])[CH3:2]. (2) Given the reactants [CH3:1][S-:2].[Na+].Cl[C:5]1[C:10]([O:11][CH2:12][CH2:13][OH:14])=[CH:9][CH:8]=[CH:7][N:6]=1, predict the reaction product. The product is: [CH3:1][S:2][C:5]1[C:10]([O:11][CH2:12][CH2:13][OH:14])=[CH:9][CH:8]=[CH:7][N:6]=1.